Dataset: Forward reaction prediction with 1.9M reactions from USPTO patents (1976-2016). Task: Predict the product of the given reaction. (1) The product is: [F:1][C:2]1[CH:3]=[C:4]([CH:8]=[CH:9][C:10]=1[F:11])[C:5]([NH:12][C@@H:13]1[CH2:18][CH2:17][CH2:16][NH:15][CH2:14]1)=[O:6]. Given the reactants [F:1][C:2]1[CH:3]=[C:4]([CH:8]=[CH:9][C:10]=1[F:11])[C:5](Cl)=[O:6].[NH2:12][C@@H:13]1[CH2:18][CH2:17][CH2:16][N:15](C(OC(C)(C)C)=O)[CH2:14]1.CCN(C(C)C)C(C)C.C(O)C(N)(CO)CO, predict the reaction product. (2) Given the reactants Br[C:2]1[CH:13]=[CH:12][C:5]([O:6][CH2:7][CH2:8][N:9]([CH3:11])[CH3:10])=[CH:4][CH:3]=1.[CH3:14][C:15]1([CH3:36])[C:19]([CH3:21])([CH3:20])[O:18][B:17](C2C=CC(OC3C=CC=CC=3)=CC=2C)[O:16]1, predict the reaction product. The product is: [CH3:10][N:9]([CH3:11])[CH2:8][CH2:7][O:6][C:5]1[CH:12]=[CH:13][C:2]([B:17]2[O:18][C:19]([CH3:21])([CH3:20])[C:15]([CH3:36])([CH3:14])[O:16]2)=[CH:3][CH:4]=1. (3) The product is: [CH3:35][N:36]([CH3:37])[C:17]([CH:4]1[CH2:5][C:6](=[O:16])[C:7]([N:8]=[N:9][C:10]2[CH:15]=[CH:14][CH:13]=[CH:12][CH:11]=2)=[C:2]([OH:1])[CH2:3]1)=[O:19]. Given the reactants [OH:1][C:2]1[CH2:3][CH:4]([C:17]([OH:19])=O)[CH2:5][C:6](=[O:16])[C:7]=1[N:8]=[N:9][C:10]1[CH:15]=[CH:14][CH:13]=[CH:12][CH:11]=1.F[B-](F)(F)F.N1(O[C:35](N(C)C)=[N+:36](C)[CH3:37])C2C=CC=CC=2N=N1.CNC.O1CCCC1.Cl, predict the reaction product. (4) Given the reactants [Cl:1][C:2]1[N:10]=[C:9]([Cl:11])[CH:8]=[CH:7][C:3]=1[C:4]([OH:6])=[O:5].[CH3:12][Si](C=[N+]=[N-])(C)C, predict the reaction product. The product is: [Cl:1][C:2]1[N:10]=[C:9]([Cl:11])[CH:8]=[CH:7][C:3]=1[C:4]([O:6][CH3:12])=[O:5]. (5) Given the reactants Cl[C:2]1[C:7]([C:8]([O:10]CC)=O)=[CH:6][N:5]=[CH:4][N:3]=1.[CH2:13]([O:20][NH:21][C:22](=[O:25])[CH2:23][CH3:24])[C:14]1[CH:19]=[CH:18][CH:17]=[CH:16][CH:15]=1.C(=O)([O-])[O-].[K+].[K+].C(OCC)(=O)C, predict the reaction product. The product is: [CH2:13]([O:20][N:21]1[C:2]2[N:3]=[CH:4][N:5]=[CH:6][C:7]=2[C:8]([OH:10])=[C:23]([CH3:24])[C:22]1=[O:25])[C:14]1[CH:19]=[CH:18][CH:17]=[CH:16][CH:15]=1.